Dataset: Peptide-MHC class I binding affinity with 185,985 pairs from IEDB/IMGT. Task: Regression. Given a peptide amino acid sequence and an MHC pseudo amino acid sequence, predict their binding affinity value. This is MHC class I binding data. (1) The peptide sequence is YLQQNWWTL. The MHC is HLA-A02:01 with pseudo-sequence HLA-A02:01. The binding affinity (normalized) is 0.961. (2) The peptide sequence is RQADILRQF. The MHC is HLA-B58:01 with pseudo-sequence HLA-B58:01. The binding affinity (normalized) is 0.0847. (3) The peptide sequence is STAEQLSKYV. The MHC is HLA-A02:03 with pseudo-sequence HLA-A02:03. The binding affinity (normalized) is 0.304. (4) The MHC is HLA-B27:05 with pseudo-sequence HLA-B27:05. The peptide sequence is SADPLASLL. The binding affinity (normalized) is 0.333. (5) The peptide sequence is LYYPSARIVY. The MHC is HLA-A01:01 with pseudo-sequence HLA-A01:01. The binding affinity (normalized) is 0.0258. (6) The peptide sequence is AKFQSSMTK. The MHC is HLA-A03:01 with pseudo-sequence HLA-A03:01. The binding affinity (normalized) is 0.149.